Regression. Given two drug SMILES strings and cell line genomic features, predict the synergy score measuring deviation from expected non-interaction effect. From a dataset of NCI-60 drug combinations with 297,098 pairs across 59 cell lines. (1) Drug 1: CC12CCC(CC1=CCC3C2CCC4(C3CC=C4C5=CN=CC=C5)C)O. Drug 2: C1=C(C(=O)NC(=O)N1)N(CCCl)CCCl. Cell line: UACC-257. Synergy scores: CSS=17.2, Synergy_ZIP=-4.55, Synergy_Bliss=-0.967, Synergy_Loewe=-2.32, Synergy_HSA=-1.52. (2) Drug 1: C1=CN(C(=O)N=C1N)C2C(C(C(O2)CO)O)O.Cl. Drug 2: C(CCl)NC(=O)N(CCCl)N=O. Cell line: CAKI-1. Synergy scores: CSS=31.4, Synergy_ZIP=2.48, Synergy_Bliss=6.85, Synergy_Loewe=-17.9, Synergy_HSA=5.81. (3) Drug 1: C1CC(C1)(C2=CC=C(C=C2)C3=C(C=C4C(=N3)C=CN5C4=NNC5=O)C6=CC=CC=C6)N. Cell line: HCT116. Synergy scores: CSS=50.6, Synergy_ZIP=5.78, Synergy_Bliss=3.37, Synergy_Loewe=3.29, Synergy_HSA=4.15. Drug 2: CC1CC(C(C(C=C(C(C(C=CC=C(C(=O)NC2=CC(=O)C(=C(C1)C2=O)OC)C)OC)OC(=O)N)C)C)O)OC.